This data is from Full USPTO retrosynthesis dataset with 1.9M reactions from patents (1976-2016). The task is: Predict the reactants needed to synthesize the given product. (1) Given the product [CH2:1]([O:3][C:4](=[O:25])[CH2:5][CH:6]1[O:10][B:9]([OH:11])[C:8]2[CH:12]=[C:13]([O:16][C:17]3[CH:22]=[CH:21][CH:20]=[C:19]([CH2:23][NH:40][CH2:39][CH2:38][O:37][CH3:36])[CH:18]=3)[CH:14]=[CH:15][C:7]1=2)[CH3:2], predict the reactants needed to synthesize it. The reactants are: [CH2:1]([O:3][C:4](=[O:25])[CH2:5][CH:6]1[O:10][B:9]([OH:11])[C:8]2[CH:12]=[C:13]([O:16][C:17]3[CH:22]=[CH:21][CH:20]=[C:19]([CH:23]=O)[CH:18]=3)[CH:14]=[CH:15][C:7]1=2)[CH3:2].C(OC(OCC)OCC)C.[CH3:36][O:37][CH2:38][CH2:39][NH2:40].[BH-](OC(C)=O)(OC(C)=O)OC(C)=O.[Na+].[OH-].[Na+]. (2) Given the product [F:31][C:32]1[CH:33]=[C:34]([NH:44][C:45]2[N:47]=[C:10]([C:11]3[CH:16]=[CH:15][C:14]([CH2:17][F:18])=[CH:13][CH:12]=3)[C:4]([C:5]([O:7][CH2:8][CH3:9])=[O:6])=[CH:3][N:46]=2)[CH:35]=[CH:36][C:37]=1[N:38]1[CH:42]=[C:41]([CH3:43])[N:40]=[CH:39]1, predict the reactants needed to synthesize it. The reactants are: CN(C)[CH:3]=[C:4]([C:10](=O)[C:11]1[CH:16]=[CH:15][C:14]([C:17](F)(F)[F:18])=[CH:13][CH:12]=1)[C:5]([O:7][CH2:8][CH3:9])=[O:6].[N+]([O-])(O)=O.[N+]([O-])(O)=O.[F:31][C:32]1[CH:33]=[C:34]([NH:44][C:45]([NH2:47])=[NH:46])[CH:35]=[CH:36][C:37]=1[N:38]1[CH:42]=[C:41]([CH3:43])[N:40]=[CH:39]1. (3) Given the product [N:14]1([C:11]([C:9]2[CH:8]=[CH:7][C:6]3[N:2]([CH3:1])[N:3]=[N:4][C:5]=3[CH:10]=2)=[O:13])[CH2:19][CH2:18][CH2:17][C@@H:16]2[C:20]3[CH:21]=[CH:22][CH:23]=[CH:24][C:25]=3[CH2:26][C@H:15]12, predict the reactants needed to synthesize it. The reactants are: [CH3:1][N:2]1[C:6]2[CH:7]=[CH:8][C:9]([C:11]([OH:13])=O)=[CH:10][C:5]=2[N:4]=[N:3]1.[NH:14]1[CH2:19][CH2:18][CH2:17][C@@H:16]2[C:20]3[CH:21]=[CH:22][CH:23]=[CH:24][C:25]=3[CH2:26][C@H:15]12.F[P-](F)(F)(F)(F)F.N1(OC(N(C)C)=[N+](C)C)C2N=CC=CC=2N=N1. (4) Given the product [Br:9][C:10]1[N:15]=[C:14]([NH:16][C:17]([NH:19][C:20]([O:22][CH2:23][CH3:24])=[O:21])=[S:18])[CH:13]=[CH:12][CH:11]=1.[Br:1][C:2]1[N:7]2[N:15]=[C:14]([NH2:16])[N:8]=[C:6]2[CH:5]=[CH:4][CH:3]=1, predict the reactants needed to synthesize it. The reactants are: [Br:1][C:2]1[N:7]=[C:6]([NH2:8])[CH:5]=[CH:4][CH:3]=1.[Br:9][C:10]1[N:15]=[C:14]([NH:16][C:17]([NH:19][C:20]([O:22][CH2:23][CH3:24])=[O:21])=[S:18])[CH:13]=[CH:12][CH:11]=1. (5) Given the product [Cl:2][C:3]1[CH:4]=[CH:5][C:6]([C:9]2[N:13]([C:14]3[CH:19]=[CH:18][C:17]([Cl:20])=[CH:16][C:15]=3[Cl:21])[N:12]=[C:11]([C:22]([NH:24][NH2:25])=[O:23])[C:10]=2[CH3:33])=[CH:7][CH:8]=1, predict the reactants needed to synthesize it. The reactants are: Cl.[Cl:2][C:3]1[CH:8]=[CH:7][C:6]([C:9]2[N:13]([C:14]3[CH:19]=[CH:18][C:17]([Cl:20])=[CH:16][C:15]=3[Cl:21])[N:12]=[C:11]([C:22]([NH:24][NH:25]C(OC(C)(C)C)=O)=[O:23])[C:10]=2[CH3:33])=[CH:5][CH:4]=1. (6) Given the product [CH:26]([N:25]1[C:21]([C:19]2[N:20]=[C:13]3[C:12]4[CH:29]=[C:8]([CH:6]([N:38]5[CH2:39][CH2:40][CH:35]([N:30]6[CH2:34][CH2:33][CH2:32][CH2:31]6)[CH2:36][CH2:37]5)[CH3:7])[CH:9]=[CH:10][C:11]=4[O:17][CH2:16][CH2:15][N:14]3[CH:18]=2)=[N:22][CH:23]=[N:24]1)([CH3:27])[CH3:28], predict the reactants needed to synthesize it. The reactants are: CS(O[CH:6]([C:8]1[CH:9]=[CH:10][C:11]2[O:17][CH2:16][CH2:15][N:14]3[CH:18]=[C:19]([C:21]4[N:25]([CH:26]([CH3:28])[CH3:27])[N:24]=[CH:23][N:22]=4)[N:20]=[C:13]3[C:12]=2[CH:29]=1)[CH3:7])(=O)=O.[N:30]1([CH:35]2[CH2:40][CH2:39][NH:38][CH2:37][CH2:36]2)[CH2:34][CH2:33][CH2:32][CH2:31]1.